The task is: Regression. Given two drug SMILES strings and cell line genomic features, predict the synergy score measuring deviation from expected non-interaction effect.. This data is from NCI-60 drug combinations with 297,098 pairs across 59 cell lines. (1) Drug 2: CC1=C(C(=O)C2=C(C1=O)N3CC4C(C3(C2COC(=O)N)OC)N4)N. Synergy scores: CSS=28.4, Synergy_ZIP=-1.87, Synergy_Bliss=0.200, Synergy_Loewe=-61.4, Synergy_HSA=0.485. Cell line: NCI-H522. Drug 1: CC1=CC2C(CCC3(C2CCC3(C(=O)C)OC(=O)C)C)C4(C1=CC(=O)CC4)C. (2) Drug 1: C1=CC=C(C(=C1)C(C2=CC=C(C=C2)Cl)C(Cl)Cl)Cl. Drug 2: C1CN(CCN1C(=O)CCBr)C(=O)CCBr. Cell line: OVCAR-4. Synergy scores: CSS=4.70, Synergy_ZIP=-1.53, Synergy_Bliss=-0.769, Synergy_Loewe=-2.62, Synergy_HSA=-1.67. (3) Drug 1: CC1CCCC2(C(O2)CC(NC(=O)CC(C(C(=O)C(C1O)C)(C)C)O)C(=CC3=CSC(=N3)C)C)C. Drug 2: CC1C(C(CC(O1)OC2CC(CC3=C2C(=C4C(=C3O)C(=O)C5=C(C4=O)C(=CC=C5)OC)O)(C(=O)CO)O)N)O.Cl. Cell line: LOX IMVI. Synergy scores: CSS=48.9, Synergy_ZIP=0.695, Synergy_Bliss=-0.170, Synergy_Loewe=2.28, Synergy_HSA=1.49. (4) Drug 1: CC1=C(C(CCC1)(C)C)C=CC(=CC=CC(=CC(=O)O)C)C. Synergy scores: CSS=22.5, Synergy_ZIP=-9.38, Synergy_Bliss=-5.82, Synergy_Loewe=-8.14, Synergy_HSA=-7.26. Cell line: SK-OV-3. Drug 2: CCCCC(=O)OCC(=O)C1(CC(C2=C(C1)C(=C3C(=C2O)C(=O)C4=C(C3=O)C=CC=C4OC)O)OC5CC(C(C(O5)C)O)NC(=O)C(F)(F)F)O. (5) Drug 1: CC1OCC2C(O1)C(C(C(O2)OC3C4COC(=O)C4C(C5=CC6=C(C=C35)OCO6)C7=CC(=C(C(=C7)OC)O)OC)O)O. Drug 2: CC1CCC2CC(C(=CC=CC=CC(CC(C(=O)C(C(C(=CC(C(=O)CC(OC(=O)C3CCCCN3C(=O)C(=O)C1(O2)O)C(C)CC4CCC(C(C4)OC)OCCO)C)C)O)OC)C)C)C)OC. Cell line: K-562. Synergy scores: CSS=41.5, Synergy_ZIP=-9.38, Synergy_Bliss=-7.30, Synergy_Loewe=-2.11, Synergy_HSA=-0.110.